This data is from Forward reaction prediction with 1.9M reactions from USPTO patents (1976-2016). The task is: Predict the product of the given reaction. Given the reactants [H-].[Na+].[I-].[CH3:4][S+](C)(C)=O.[C:9]1([C:15](=[O:17])[CH3:16])[CH2:14][CH2:13][CH2:12][CH2:11][CH:10]=1, predict the reaction product. The product is: [C:9]12([C:15](=[O:17])[CH3:16])[CH2:4][CH:14]1[CH2:13][CH2:12][CH2:11][CH2:10]2.